From a dataset of NCI-60 drug combinations with 297,098 pairs across 59 cell lines. Regression. Given two drug SMILES strings and cell line genomic features, predict the synergy score measuring deviation from expected non-interaction effect. Drug 1: C1C(C(OC1N2C=C(C(=O)NC2=O)F)CO)O. Drug 2: CC1=C(C(=CC=C1)Cl)NC(=O)C2=CN=C(S2)NC3=CC(=NC(=N3)C)N4CCN(CC4)CCO. Cell line: MCF7. Synergy scores: CSS=13.3, Synergy_ZIP=-3.94, Synergy_Bliss=-0.236, Synergy_Loewe=-3.94, Synergy_HSA=0.450.